Dataset: Full USPTO retrosynthesis dataset with 1.9M reactions from patents (1976-2016). Task: Predict the reactants needed to synthesize the given product. (1) Given the product [CH:13]1([CH:2]([NH:19][C:20]2[CH:21]=[CH:22][C:23]([C:26]([O:28][CH3:29])=[O:27])=[N:24][CH:25]=2)[C:3]2[S:4][C:5]3[CH:12]=[CH:11][CH:10]=[CH:9][C:6]=3[C:7]=2[CH3:8])[CH2:18][CH2:17][CH2:16][CH2:15][CH2:14]1, predict the reactants needed to synthesize it. The reactants are: Cl[CH:2]([CH:13]1[CH2:18][CH2:17][CH2:16][CH2:15][CH2:14]1)[C:3]1[S:4][C:5]2[CH:12]=[CH:11][CH:10]=[CH:9][C:6]=2[C:7]=1[CH3:8].[NH2:19][C:20]1[CH:21]=[CH:22][C:23]([C:26]([O:28][CH3:29])=[O:27])=[N:24][CH:25]=1.[I-].[Na+].C(=O)([O-])[O-].[Na+].[Na+].[Cl-].[NH4+]. (2) Given the product [O:5]=[C:4]1[C:6]2[CH:7]=[CH:8][CH:9]=[CH:10][C:11]=2[CH2:12][CH2:1][CH2:2][CH:3]1[C:13]([O:14][CH3:15])=[O:16], predict the reactants needed to synthesize it. The reactants are: [CH2:1]1[CH2:12][C:11]2[C:6](=[CH:7][CH:8]=[CH:9][CH:10]=2)[C:4](=[O:5])[CH2:3][CH2:2]1.[C:13](=O)([O:16]C)[O:14][CH3:15].[H-].[Na+].Cl. (3) Given the product [Br:3][CH2:7][C:8]1[CH:13]=[CH:12][C:11]([C:14]2[CH:15]=[C:16]3[C:21](=[C:22]([P:24](=[O:31])([O:28][CH2:29][CH3:30])[O:25][CH2:26][CH3:27])[CH:23]=2)[N:20]=[C:19]([CH3:32])[CH:18]=[CH:17]3)=[CH:10][CH:9]=1, predict the reactants needed to synthesize it. The reactants are: P(Br)(Br)([Br:3])=O.O[CH2:7][C:8]1[CH:13]=[CH:12][C:11]([C:14]2[CH:15]=[C:16]3[C:21](=[C:22]([P:24](=[O:31])([O:28][CH2:29][CH3:30])[O:25][CH2:26][CH3:27])[CH:23]=2)[N:20]=[C:19]([CH3:32])[CH:18]=[CH:17]3)=[CH:10][CH:9]=1.O.